From a dataset of Experimentally validated miRNA-target interactions with 360,000+ pairs, plus equal number of negative samples. Binary Classification. Given a miRNA mature sequence and a target amino acid sequence, predict their likelihood of interaction. (1) The miRNA is mmu-miR-742-3p with sequence GAAAGCCACCAUGCUGGGUAAA. The protein sequence of the target gene is MIGDILLFGTLLMNAGAVLNFKLKKKDTQGFGEESKEPSTGDNIREFLLSLRYFRIFIALWNVFMMLCMIVLFGS. Result: 1 (interaction). (2) The miRNA is hsa-miR-25-3p with sequence CAUUGCACUUGUCUCGGUCUGA. The protein sequence of the target gene is MKVWLLLGLLLVHEALEDVTGQHLPKNKRPKEPGENRIKPTNKKVKPKIPKMKDRDSANSAPKTQSIMMQVLDKGRFQKPAATLSLLAGQTVELRCKGSRIGWSYPAYLDTFKDSRLSVKQNERYGQLTLVNSTSADTGEFSCWVQLCSGYICRKDEAKTGSTYIFFTEKGELFVPSPSYFDVVYLNPDRQAVVPCRVTVLSAKVTLHREFPAKEIPANGTDIVYDMKRGFVYLQPHSEHQGVVYCRAEAGGRSQISVKYQLLYVAVPSGPPSTTILASSNKVKSGDDISVLCTVLGEPD.... Result: 1 (interaction). (3) The miRNA is mmu-miR-103-3p with sequence AGCAGCAUUGUACAGGGCUAUGA. The protein sequence of the target gene is METVHSTFLLLLFVPLTQQAPQSQLDSHVNYEYATGNSEETKFSQDYEDKYLDGKSIKEKETMIIPDEKSLQLQKDEVIPSLPTKKENDEMPTCLLCVCLSGSVYCEEVDIDAVPPLPKESAYLYARFNKIKKLTAKDFADMPNLRRLDFTGNLIEDIEDGTFSKLSLLEELTLAENQLLRLPVLPPKLTLLNAKHNKIKSKGIKANTFKKLNKLSFLYLDHNDLESVPPNLPESLRVIHLQFNSISSLTDDTFCKANDTRYIRERIEEIRLEGNPIALGKHPNSFICLKRLPIGSYF. Result: 0 (no interaction). (4) The miRNA is hsa-miR-5010-5p with sequence AGGGGGAUGGCAGAGCAAAAUU. The protein sequence of the target gene is MGNVLAASSPPAGPPPPPTPSLVGLPPPPPSPPGFTLPPLGGGLGTGSSTGRGSERTPGAAASGAAAASEDGSCGCLPNPGTFEECHRKCKELFPVQMEGVKLTVNKGLSNRFQVTHTVALGTIGESNYHFGVTYVGTKQLSPTEAFPVLVGDMDNSGSLNAQVIHQLSPGLRSKMAIQTQQSKFVNWQVDGEYRGSDFTAAVTLGNPDVLVGSGILVAHYLQSITPCLALGGELVYHRRPGEEGTVMSLAGKYTLNNWLATVTLGQAGMHATYYHKASDQLQVGVEFEASTRMQDTSAS.... Result: 0 (no interaction). (5) The miRNA is hsa-miR-376b-3p with sequence AUCAUAGAGGAAAAUCCAUGUU. The protein sequence of the target gene is MAATTANPEMTSDVPSLGPTIASGNPGPGIQGGGAVVQRAIKRRSGLDFDDEGEVNSKFLRCDDEQMCNDKERFARSDDEQSSADKERLARENHSEIERRRRNKMTAYITELSDMVPTCSALARKPDKLTILRMAVSHMKSLRGTGNTSTDGSYKPSFLTDQELKHLILEAADGFLFIVSCETGRVVYVSDSVTPVLNQPQSEWFGSTLYDQVHPDDVDKLREQLSTSENALTGRILDLKTGTVKKEGQQSSMRMCMGSRRSFICRMRCGTSSVDPVSMNRLSFLRNRCRNGLGSVKEGE.... Result: 0 (no interaction). (6) The miRNA is hsa-miR-579-3p with sequence UUCAUUUGGUAUAAACCGCGAUU. The protein sequence of the target gene is MEYPWDDLTLAFSRTSMFPFFDIAHYLVSVMALKQRPGAVAAAWNNPLASWLSAMLHCFGGGILSCMLLAESPLKFLTNHTNILLASSIWYIVFFCPRDLVSQGYSYQPIQFLAAGMKEVTRTWKIVGGVSDANSYYRNAWIVMIVVGWARGAGGAVVTACEQLLKGDWKPEGDEWLKMSFPCKITLLGSIMFTFQHTRHLAISKHDLMFLYTIFLVTIKVTMMMTKDTAVTLTPFEDTLTRMLFGRRQQQQFSSSEKKTEVKPSSNGSASSASKRGAEPSGGAKRHAKKED. Result: 0 (no interaction). (7) The miRNA is cel-miR-254-3p with sequence UGCAAAUCUUUCGCGAC. The protein sequence of the target gene is MNGTEGPNFYVPFSNVTGVVRSPFEQPQYYLAEPWQFSMLAAYMFLLIVLGFPINFLTLYVTVQHKKLRTPLNYILLNLAVADLFMVFGGFTTTLYTSLHGYFVFGPTGCNLEGFFATLGGEIALWSLVVLAIERYVVVCKPMSNFRFGENHAIMGVVFTWIMALACAAPPLVGWSRYIPEGMQCSCGIDYYTLKPEVNNESFVIYMFVVHFTIPMIVIFFCYGQLVFTVKEAAAQQQESATTQKAEKEVTRMVIIMVIFFLICWLPYASVAFYIFTHQGSNFGPIFMTLPAFFAKSSSI.... Result: 0 (no interaction). (8) The miRNA is hsa-miR-6739-5p with sequence UGGGAAAGAGAAAGAACAAGUA. The protein sequence of the target gene is MNRGGGSPSAAANYLLCTNCRKVLRKDKRIRVSQPLTRGPSAFIPEKEVVQANTVDERTNFLVEEYSTSGRLDNITQVMSLHTQYLESFLRSQFYMLRMDGPLPLPYRHYIAIMAAARHQCSYLINMHVDEFLKTGGIAEWLNGLEYVPQRLKNLNEINKLLAHRPWLITKEHIQKLVKTGENNWSLPELVHAVVLLAHYHALASFVFGSGINPERDPEISNGFRLISVNNFCVCDLANDNNIENASLSGSNFGIVDSLSELEALMERMKRLQEEREDEEASQEEMSTRFEKEKKESLFV.... Result: 1 (interaction).